This data is from Catalyst prediction with 721,799 reactions and 888 catalyst types from USPTO. The task is: Predict which catalyst facilitates the given reaction. Reactant: [C:1]([C:3]1[CH:8]=[CH:7][C:6]([CH2:9][CH2:10][C:11]2[N:15]([CH3:16])[C:14]3[CH:17]=[CH:18][C:19]([NH:21][C:22](=O)C(F)(F)F)=[CH:20][C:13]=3[N:12]=2)=[CH:5][CH:4]=1)#[N:2].C(=O)([O-])[O-].[K+].[K+].CI. Product: [C:1]([C:3]1[CH:8]=[CH:7][C:6]([CH2:9][CH2:10][C:11]2[N:15]([CH3:16])[C:14]3[CH:17]=[CH:18][C:19]([NH:21][CH3:22])=[CH:20][C:13]=3[N:12]=2)=[CH:5][CH:4]=1)#[N:2]. The catalyst class is: 148.